From a dataset of Reaction yield outcomes from USPTO patents with 853,638 reactions. Predict the reaction yield, written as a fraction of the theoretical maximum amount of product (1.0 means a 100% yield; for example, 0.34 means a 34% yield). The reactants are [F:1][C:2]1([F:40])[O:6][C:5]2[CH:7]=[CH:8][C:9]([C:11]3([C:14]([NH:16][C@H:17]4[CH2:22][C@@H:21]([C:23]5[CH:28]=[CH:27][CH:26]=[CH:25][CH:24]=5)[O:20][C@@H:19]([C:29]5[CH:38]=[CH:37][C:32]([C:33]([O:35]C)=[O:34])=[CH:31][C:30]=5[CH3:39])[CH2:18]4)=[O:15])[CH2:13][CH2:12]3)=[CH:10][C:4]=2[O:3]1. The catalyst is CO.[Li+].[OH-]. The product is [F:40][C:2]1([F:1])[O:6][C:5]2[CH:7]=[CH:8][C:9]([C:11]3([C:14]([NH:16][C@@H:17]4[CH2:22][C@@H:21]([C:23]5[CH:28]=[CH:27][CH:26]=[CH:25][CH:24]=5)[O:20][C@@H:19]([C:29]5[CH:38]=[CH:37][C:32]([C:33]([OH:35])=[O:34])=[CH:31][C:30]=5[CH3:39])[CH2:18]4)=[O:15])[CH2:13][CH2:12]3)=[CH:10][C:4]=2[O:3]1. The yield is 0.840.